Regression/Classification. Given a drug SMILES string, predict its toxicity properties. Task type varies by dataset: regression for continuous values (e.g., LD50, hERG inhibition percentage) or binary classification for toxic/non-toxic outcomes (e.g., AMES mutagenicity, cardiotoxicity, hepatotoxicity). Dataset: ames. From a dataset of Ames mutagenicity test results for genotoxicity prediction. (1) The drug is C1=Cc2c3ccccc3cc3cccc1c23. The result is 1 (mutagenic). (2) The molecule is CC1OC(OCC2OC(Oc3c(-c4ccc(OCCO)c(OCCO)c4)oc4cc(OCCO)cc(O)c4c3=O)C(O)C(O)C2O)C(O)C(O)C1O. The result is 0 (non-mutagenic). (3) The molecule is Nc1ccc(Sc2ccc([N+](=O)[O-])cc2)cc1. The result is 1 (mutagenic).